This data is from Full USPTO retrosynthesis dataset with 1.9M reactions from patents (1976-2016). The task is: Predict the reactants needed to synthesize the given product. (1) Given the product [O:26]=[C:22]1[O:1][N:2]=[C:3]([C:5]2[CH:10]=[CH:9][C:8]([NH:11][C:12](=[O:14])[CH3:13])=[C:7]([O:15][C:16]([F:18])([F:17])[F:19])[CH:6]=2)[NH:4]1, predict the reactants needed to synthesize it. The reactants are: [OH:1][NH:2][C:3]([C:5]1[CH:10]=[CH:9][C:8]([NH:11][C:12](=[O:14])[CH3:13])=[C:7]([O:15][C:16]([F:19])([F:18])[F:17])[CH:6]=1)=[NH:4].CN1CCC[C:22]1=[O:26].N1C=CC=CC=1.ClC(OCC)=O. (2) Given the product [F:27][C:13]([F:12])([F:26])[C:14]1[NH:15][C:16]2[CH:22]=[C:21]([NH2:23])[CH:20]=[CH:19][C:17]=2[N:18]=1, predict the reactants needed to synthesize it. The reactants are: [N+](C1C=CC(N)=C(N)C=1)([O-])=O.[F:12][C:13]([F:27])([F:26])[C:14]1[NH:15][C:16]2[CH:22]=[C:21]([N+:23]([O-])=O)[CH:20]=[CH:19][C:17]=2[N:18]=1.[N+](C1NC2C=CC=CC=2N=1)([O-])=O. (3) Given the product [C:1]([O:5][C:6](=[O:30])[N:7]([C:23]1[CH:28]=[CH:27][C:26]([Cl:29])=[CH:25][CH:24]=1)[CH:8]1[CH2:17][CH2:16][C:15]2[C:10](=[CH:11][CH:12]=[CH:13][C:14]=2[CH2:18][I:55])[C:9]1=[S:20](=[O:22])=[O:21])([CH3:4])([CH3:3])[CH3:2], predict the reactants needed to synthesize it. The reactants are: [C:1]([O:5][C:6](=[O:30])[N:7]([C:23]1[CH:28]=[CH:27][C:26]([Cl:29])=[CH:25][CH:24]=1)[CH:8]1[CH2:17][CH2:16][C:15]2[C:10](=[CH:11][CH:12]=[CH:13][C:14]=2[CH2:18]O)[C:9]1=[S:20](=[O:22])=[O:21])([CH3:4])([CH3:3])[CH3:2].N1C=CN=C1.C1C=CC(P(C2C=CC=CC=2)C2C=CC=CC=2)=CC=1.[I:55]I. (4) Given the product [CH3:24][C:20]1[C:21](=[O:23])[O:22][CH:17]=[C:18]([CH3:29])[C:19]=1[O:25][CH2:26][O:27][CH3:28], predict the reactants needed to synthesize it. The reactants are: CC(OC(C)=O)=O.NC1C=CC2OC([C:17]3[O:22][C:21](=[O:23])[C:20]([CH3:24])=[C:19]([O:25][CH2:26][O:27][CH3:28])[C:18]=3[CH3:29])=CC=2C=1.[NH4+].[Cl-]. (5) Given the product [Cl:12][C:6]1[CH:7]=[CH:8][C:9]([Cl:11])=[CH:10][C:5]=1[C:3](=[O:4])[CH2:2][N:17]1[C:13](=[O:23])[C:14]2[C:15](=[CH:19][CH:20]=[CH:21][CH:22]=2)[C:16]1=[O:18], predict the reactants needed to synthesize it. The reactants are: Br[CH2:2][C:3]([C:5]1[CH:10]=[C:9]([Cl:11])[CH:8]=[CH:7][C:6]=1[Cl:12])=[O:4].[C:13]1(=[O:23])[NH:17][C:16](=[O:18])[C:15]2=[CH:19][CH:20]=[CH:21][CH:22]=[C:14]12.[K].O. (6) Given the product [NH2:28][C:24]1[O:25][CH2:26][CH2:27][C:7]2([N:23]=1)[C:6]1[CH:5]=[C:4]([OH:29])[CH:3]=[C:2]([F:1])[C:15]=1[O:14][C:13]1[C:8]2=[CH:9][C:10]([C:16]2[C:17]([F:22])=[N:18][CH:19]=[CH:20][CH:21]=2)=[CH:11][CH:12]=1, predict the reactants needed to synthesize it. The reactants are: [F:1][C:2]1[C:15]2[O:14][C:13]3[C:8](=[CH:9][C:10]([C:16]4[C:17]([F:22])=[N:18][CH:19]=[CH:20][CH:21]=4)=[CH:11][CH:12]=3)[C:7]3([CH2:27][CH2:26][O:25][C:24]([NH2:28])=[N:23]3)[C:6]=2[CH:5]=[C:4]([O:29]C)[CH:3]=1.C(Cl)Cl. (7) Given the product [Cl:1][C:2]1[C:7]([C:8]2[CH:9]=[CH:10][C:11]3[N:22]([N:24]=[CH:13][N:12]=3)[CH:16]=2)=[CH:6][CH:5]=[CH:4][N:3]=1, predict the reactants needed to synthesize it. The reactants are: [Cl:1][C:2]1[C:7]([C:8]2[CH:16]=C[C:11]3[N:12]=[CH:13]S[C:10]=3[CH:9]=2)=[CH:6][CH:5]=[CH:4][N:3]=1.BrC1C=CC2[N:22]([N:24]=CN=2)C=1.ClC1C(B2OC(C)(C)C(C)(C)O2)=CC=CN=1.C([O-])([O-])=O.[Na+].[Na+]. (8) Given the product [CH3:1][N:2]1[C:6]([CH3:7])=[N:5][C:4]([N:8]([CH2:25][C:26]2[CH:31]=[CH:30][C:29]([O:32][CH3:33])=[CH:28][CH:27]=2)[C:9]2[C:14]3=[N:15][CH:16]=[C:17]([C:18]#[N:19])[N:13]3[N:12]=[C:11]([S:20][CH3:21])[N:10]=2)=[N:3]1, predict the reactants needed to synthesize it. The reactants are: [CH3:1][N:2]1[C:6]([CH3:7])=[N:5][C:4]([NH:8][C:9]2[C:14]3=[N:15][CH:16]=[C:17]([C:18]#[N:19])[N:13]3[N:12]=[C:11]([S:20][CH3:21])[N:10]=2)=[N:3]1.[H-].[Na+].Cl[CH2:25][C:26]1[CH:31]=[CH:30][C:29]([O:32][CH3:33])=[CH:28][CH:27]=1. (9) The reactants are: [Cl:1][C:2]1[N:7]=[C:6](Cl)[C:5]([C:9]#[N:10])=[CH:4][N:3]=1.[NH2:11][CH:12]1[CH2:26][CH:15]2[CH2:16][N:17]([C:19]([O:21][C:22]([CH3:25])([CH3:24])[CH3:23])=[O:20])[CH2:18][CH:14]2[CH2:13]1.C(N(CC)CC)C. Given the product [Cl:1][C:2]1[N:7]=[C:6]([NH:11][CH:12]2[CH2:26][CH:15]3[CH2:16][N:17]([C:19]([O:21][C:22]([CH3:24])([CH3:23])[CH3:25])=[O:20])[CH2:18][CH:14]3[CH2:13]2)[C:5]([C:9]#[N:10])=[CH:4][N:3]=1, predict the reactants needed to synthesize it. (10) Given the product [NH:1]1[C:9]2[C:4](=[CH:5][CH:6]=[CH:7][CH:8]=2)[C:3](/[CH:10]=[CH:11]/[C:12]2[CH:23]=[CH:22][C:15]([O:16][CH2:17][C:18]([OH:20])=[O:19])=[C:14]([O:24][CH3:25])[C:13]=2[N+:26]([O-:28])=[O:27])=[N:2]1, predict the reactants needed to synthesize it. The reactants are: [NH:1]1[C:9]2[C:4](=[CH:5][CH:6]=[CH:7][CH:8]=2)[C:3](/[CH:10]=[CH:11]/[C:12]2[CH:23]=[CH:22][C:15]([O:16][CH2:17][C:18]([O:20]C)=[O:19])=[C:14]([O:24][CH3:25])[C:13]=2[N+:26]([O-:28])=[O:27])=[N:2]1.[OH-].[Na+].Cl.